This data is from Full USPTO retrosynthesis dataset with 1.9M reactions from patents (1976-2016). The task is: Predict the reactants needed to synthesize the given product. (1) Given the product [Cl:1][C:2]1[N:7]=[C:6]2[N:8]([CH2:9][C:10]3[CH:11]=[C:12]4[C:17](=[CH:18][CH:19]=3)[N:16]=[CH:15][CH:14]=[CH:13]4)[CH:21]=[N:20][C:5]2=[CH:4][CH:3]=1, predict the reactants needed to synthesize it. The reactants are: [Cl:1][C:2]1[N:7]=[C:6]([NH:8][CH2:9][C:10]2[CH:11]=[C:12]3[C:17](=[CH:18][CH:19]=2)[N:16]=[CH:15][CH:14]=[CH:13]3)[C:5]([NH2:20])=[CH:4][CH:3]=1.[C:21](=O)(O)[O-].[Na+]. (2) Given the product [CH3:8][CH:9]([C:10]1[CH:15]=[CH:14][CH:13]=[CH:12][CH:11]=1)[C:2](=[CH2:1])[CH2:3][CH2:4][CH2:5][CH2:6][CH2:7][CH3:16], predict the reactants needed to synthesize it. The reactants are: [CH2:1]=[CH:2][CH2:3][CH2:4][CH2:5][CH2:6][CH3:7].[CH2:8]=[CH:9][C:10]1[CH:15]=[CH:14][CH:13]=[CH:12][CH:11]=1.[CH2:16](N(CC)CC)C.C(=O)C1C=CC(OC)=CC=1.[Si](OS(C(F)(F)F)(=O)=O)(CC)(CC)CC. (3) Given the product [CH3:1][O:2][C:3]1[N:8]=[C:7]([CH3:9])[C:6]([C:10]2[NH:11][C:12]3[C:17]([CH:18]=2)=[CH:16][C:15]([C:19]2[CH:26]=[CH:25][C:22]([C:23]#[N:24])=[CH:21][C:20]=2[CH3:27])=[CH:14][CH:13]=3)=[CH:5][CH:4]=1, predict the reactants needed to synthesize it. The reactants are: [CH3:1][O:2][C:3]1[N:8]=[C:7]([CH3:9])[C:6]([C:10]2[N:11](S(C(F)(F)F)(=O)=O)[C:12]3[C:17]([CH:18]=2)=[CH:16][C:15]([C:19]2[CH:26]=[CH:25][C:22]([C:23]#[N:24])=[CH:21][C:20]=2[CH3:27])=[CH:14][CH:13]=3)=[CH:5][CH:4]=1.[OH-].[Na+]. (4) Given the product [CH3:11][C:6]([C:5]1[N:21]([C:15]2[CH:20]=[CH:19][CH:18]=[CH:17][CH:16]=2)[N:2]=[CH:3][CH:4]=1)([CH3:12])[C:7]([O:9][CH3:10])=[O:8], predict the reactants needed to synthesize it. The reactants are: C[N:2](C)/[CH:3]=[CH:4]/[C:5](=O)[C:6]([CH3:12])([CH3:11])[C:7]([O:9][CH3:10])=[O:8].[C:15]1([NH:21]N)[CH:20]=[CH:19][CH:18]=[CH:17][CH:16]=1.FC(F)(F)S(O)(=O)=O.C([O-])([O-])=O.[Na+].[Na+].